Dataset: Full USPTO retrosynthesis dataset with 1.9M reactions from patents (1976-2016). Task: Predict the reactants needed to synthesize the given product. Given the product [N:57]1([C:11]([N:8]2[CH2:9][CH2:10][N:5]([CH2:4][C:3]3[C:2]([F:1])=[C:25]([NH:26][C:27]([NH:29][C:30]4[CH:31]=[N:32][C:33]([CH3:36])=[CH:34][CH:35]=4)=[O:28])[CH:24]=[CH:23][CH:22]=3)[CH2:6][C@H:7]2[CH3:21])=[O:12])[CH2:60][CH2:59][CH2:58]1, predict the reactants needed to synthesize it. The reactants are: [F:1][C:2]1[C:25]([NH:26][C:27]([NH:29][C:30]2[CH:31]=[N:32][C:33]([CH3:36])=[CH:34][CH:35]=2)=[O:28])=[CH:24][CH:23]=[CH:22][C:3]=1[CH2:4][N:5]1[CH2:10][CH2:9][N:8]([C:11](OCC2C=CC=CC=2)=[O:12])[C@H:7]([CH3:21])[CH2:6]1.CCN(CC)CC.ClC(OC1C=CC([N+]([O-])=O)=CC=1)=O.[NH:57]1[CH2:60][CH2:59][CH2:58]1.